Predict the reaction yield, written as a fraction of the theoretical maximum amount of product (1.0 means a 100% yield; for example, 0.34 means a 34% yield). From a dataset of Reaction yield outcomes from USPTO patents with 853,638 reactions. (1) The reactants are [F:1][C:2]1[CH:3]=[CH:4][CH:5]=[C:6]2[C:11]=1[NH:10][C@@H:9]([CH3:12])[CH2:8][C@H:7]2[NH:13][C:14]1[CH:19]=[CH:18][CH:17]=[CH:16][C:15]=1[F:20].[C:21](Cl)(=[O:23])[CH3:22].O. The catalyst is N1C=CC=CC=1.ClCCl. The product is [C:21]([N:10]1[C:11]2[C:6](=[CH:5][CH:4]=[CH:3][C:2]=2[F:1])[C@H:7]([NH:13][C:14]2[CH:19]=[CH:18][CH:17]=[CH:16][C:15]=2[F:20])[CH2:8][C@@H:9]1[CH3:12])(=[O:23])[CH3:22]. The yield is 0.700. (2) The reactants are [C:1]([C:3]1[CH:4]=[C:5]([CH:36]=[CH:37][CH:38]=1)[CH2:6][N:7]([C:29]1[CH:34]=[CH:33][C:32]([OH:35])=[CH:31][CH:30]=1)[CH:8]1[CH2:13][CH2:12][N:11]([CH:14]([CH3:28])[CH2:15][CH2:16][NH:17][C:18]([C:20]2[C:21]([CH3:27])=[N:22][CH:23]=[N:24][C:25]=2[CH3:26])=[O:19])[CH2:10][CH2:9]1)#[N:2].CCN(CC)CC.[C:46](OC(=O)C)(=[O:48])[CH3:47]. The catalyst is C(Cl)Cl. The product is [C:1]([C:3]1[CH:4]=[C:5]([CH:36]=[CH:37][CH:38]=1)[CH2:6][N:7]([CH:8]1[CH2:9][CH2:10][N:11]([CH:14]([CH3:28])[CH2:15][CH2:16][NH:17][C:18]([C:20]2[C:25]([CH3:26])=[N:24][CH:23]=[N:22][C:21]=2[CH3:27])=[O:19])[CH2:12][CH2:13]1)[C:29]1[CH:34]=[CH:33][C:32]([O:35][C:46](=[O:48])[CH3:47])=[CH:31][CH:30]=1)#[N:2]. The yield is 0.800.